Dataset: Reaction yield outcomes from USPTO patents with 853,638 reactions. Task: Predict the reaction yield, written as a fraction of the theoretical maximum amount of product (1.0 means a 100% yield; for example, 0.34 means a 34% yield). (1) The reactants are [Br:1][C:2]1[CH:3]=[C:4]([C:10]2[NH:11][C:12]3[C:17]([CH:18]=2)=[C:16]([F:19])[CH:15]=[CH:14][CH:13]=3)[C:5]([CH:8]=[CH2:9])=[N:6][CH:7]=1.[ClH:20].O1CCOCC1. No catalyst specified. The product is [Br:1][C:2]1[CH:3]=[C:4]([C:10]2[NH:11][C:12]3[C:17]([CH:18]=2)=[C:16]([F:19])[CH:15]=[CH:14][CH:13]=3)[C:5]([CH2:8][CH2:9][Cl:20])=[N:6][CH:7]=1. The yield is 0.900. (2) The reactants are Cl[CH2:2][CH2:3][CH2:4][N:5]1[C:14]2[C:9](=[CH:10][C:11]([CH3:16])=[C:12]([F:15])[CH:13]=2)[CH2:8][CH2:7][C:6]1=[O:17].[CH2:18]([CH:22]1[CH2:27][CH2:26][NH:25][CH2:24][CH2:23]1)[CH2:19][CH2:20][CH3:21].[Na+].[I-].C([O-])([O-])=O.[K+].[K+]. The catalyst is CC#N. The product is [CH2:18]([CH:22]1[CH2:27][CH2:26][N:25]([CH2:2][CH2:3][CH2:4][N:5]2[C:14]3[C:9](=[CH:10][C:11]([CH3:16])=[C:12]([F:15])[CH:13]=3)[CH2:8][CH2:7][C:6]2=[O:17])[CH2:24][CH2:23]1)[CH2:19][CH2:20][CH3:21]. The yield is 0.340. (3) The reactants are I[C:2]1[C:10]2[S:9][C:8]([NH:11][C:12]([C:14]3[S:15][C:16]([CH3:19])=[CH:17][CH:18]=3)=[O:13])=[N:7][C:6]=2[C:5]([O:20][CH3:21])=[CH:4][CH:3]=1.[N+:22]([C:25]1[CH:26]=[C:27](B(O)O)[CH:28]=[CH:29][CH:30]=1)([O-:24])=[O:23]. No catalyst specified. The product is [N+:22]([C:25]1[CH:30]=[C:29]([C:2]2[C:10]3[S:9][C:8]([NH:11][C:12]([C:14]4[S:15][C:16]([CH3:19])=[CH:17][CH:18]=4)=[O:13])=[N:7][C:6]=3[C:5]([O:20][CH3:21])=[CH:4][CH:3]=2)[CH:28]=[CH:27][CH:26]=1)([O-:24])=[O:23]. The yield is 0.420.